This data is from Peptide-MHC class II binding affinity with 134,281 pairs from IEDB. The task is: Regression. Given a peptide amino acid sequence and an MHC pseudo amino acid sequence, predict their binding affinity value. This is MHC class II binding data. The peptide sequence is ALLVKYVNGDGDVVA. The MHC is DRB1_1101 with pseudo-sequence DRB1_1101. The binding affinity (normalized) is 0.300.